From a dataset of Peptide-MHC class I binding affinity with 185,985 pairs from IEDB/IMGT. Regression. Given a peptide amino acid sequence and an MHC pseudo amino acid sequence, predict their binding affinity value. This is MHC class I binding data. (1) The peptide sequence is FQPQNRQFI. The MHC is H-2-Kb with pseudo-sequence H-2-Kb. The binding affinity (normalized) is 0.0258. (2) The peptide sequence is FQQSKNSKF. The MHC is Mamu-A07 with pseudo-sequence Mamu-A07. The binding affinity (normalized) is 0. (3) The peptide sequence is DMLLNVQTLI. The MHC is HLA-A02:03 with pseudo-sequence HLA-A02:03. The binding affinity (normalized) is 0.530. (4) The peptide sequence is SDYLELDTN. The MHC is Mamu-B01 with pseudo-sequence Mamu-B01. The binding affinity (normalized) is 0.545. (5) The peptide sequence is RRRTAGMII. The MHC is HLA-A30:01 with pseudo-sequence HLA-A30:01. The binding affinity (normalized) is 0.216. (6) The peptide sequence is LLGLLLLCV. The MHC is HLA-A02:06 with pseudo-sequence HLA-A02:06. The binding affinity (normalized) is 0.0888.